Task: Predict the reactants needed to synthesize the given product.. Dataset: Full USPTO retrosynthesis dataset with 1.9M reactions from patents (1976-2016) (1) Given the product [CH:1]1([C@@H:7]([NH:9][C:10]([C:12]2[C:21]3[C:16](=[CH:17][CH:18]=[CH:19][CH:20]=3)[N:15]=[C:14]([C:22]3[S:23][CH:24]=[CH:25][CH:26]=3)[C:13]=2[CH2:27][N:28]2[CH2:33][CH2:32][N:31]([CH2:34][CH2:49][CH2:50][OH:51])[C:30](=[O:46])[CH2:29]2)=[O:11])[CH3:8])[CH2:2][CH2:3][CH2:4][CH2:5][CH2:6]1, predict the reactants needed to synthesize it. The reactants are: [CH:1]1([C@@H:7]([NH:9][C:10]([C:12]2[C:21]3[C:16](=[CH:17][CH:18]=[CH:19][CH:20]=3)[N:15]=[C:14]([C:22]3[S:23][CH:24]=[CH:25][CH:26]=3)[C:13]=2[CH2:27][N:28]2[CH2:33][CH2:32][N:31]([CH2:34]COCCOC3CCCCO3)[C:30](=[O:46])[CH2:29]2)=[O:11])[CH3:8])[CH2:6][CH2:5][CH2:4][CH2:3][CH2:2]1.ClC[CH2:49][CH2:50][O:51]C1CCCCO1.Cl. (2) Given the product [F:16][C:13]([F:15])([F:14])[C:11]1[CH:10]=[CH:9][C:7]2[NH:8][C:23](=[S:24])[N:1]3[N:2]=[N:3][CH:4]=[C:5]3[C:6]=2[CH:12]=1, predict the reactants needed to synthesize it. The reactants are: [NH:1]1[C:5]([C:6]2[CH:12]=[C:11]([C:13]([F:16])([F:15])[F:14])[CH:10]=[CH:9][C:7]=2[NH2:8])=[CH:4][N:3]=[N:2]1.C([O-])([O-])=O.[K+].[K+].[C:23](Cl)(Cl)=[S:24].